From a dataset of NCI-60 drug combinations with 297,098 pairs across 59 cell lines. Regression. Given two drug SMILES strings and cell line genomic features, predict the synergy score measuring deviation from expected non-interaction effect. (1) Drug 2: CC12CCC3C(C1CCC2OP(=O)(O)O)CCC4=C3C=CC(=C4)OC(=O)N(CCCl)CCCl.[Na+]. Drug 1: C#CCC(CC1=CN=C2C(=N1)C(=NC(=N2)N)N)C3=CC=C(C=C3)C(=O)NC(CCC(=O)O)C(=O)O. Synergy scores: CSS=2.59, Synergy_ZIP=-2.27, Synergy_Bliss=-0.534, Synergy_Loewe=-0.0275, Synergy_HSA=-1.89. Cell line: MALME-3M. (2) Drug 1: C1=NC2=C(N=C(N=C2N1C3C(C(C(O3)CO)O)O)F)N. Drug 2: CCCCC(=O)OCC(=O)C1(CC(C2=C(C1)C(=C3C(=C2O)C(=O)C4=C(C3=O)C=CC=C4OC)O)OC5CC(C(C(O5)C)O)NC(=O)C(F)(F)F)O. Cell line: SW-620. Synergy scores: CSS=45.3, Synergy_ZIP=2.07, Synergy_Bliss=2.03, Synergy_Loewe=-16.2, Synergy_HSA=1.53. (3) Drug 2: CNC(=O)C1=NC=CC(=C1)OC2=CC=C(C=C2)NC(=O)NC3=CC(=C(C=C3)Cl)C(F)(F)F. Drug 1: C1CN1C2=NC(=NC(=N2)N3CC3)N4CC4. Cell line: CAKI-1. Synergy scores: CSS=3.18, Synergy_ZIP=-24.2, Synergy_Bliss=-50.8, Synergy_Loewe=-48.2, Synergy_HSA=-47.6. (4) Drug 1: C1=C(C(=O)NC(=O)N1)F. Drug 2: CC1=C(C(=O)C2=C(C1=O)N3CC4C(C3(C2COC(=O)N)OC)N4)N. Cell line: NCI-H522. Synergy scores: CSS=29.4, Synergy_ZIP=-12.7, Synergy_Bliss=-10.6, Synergy_Loewe=-15.0, Synergy_HSA=-7.03. (5) Drug 1: CC1CCC2CC(C(=CC=CC=CC(CC(C(=O)C(C(C(=CC(C(=O)CC(OC(=O)C3CCCCN3C(=O)C(=O)C1(O2)O)C(C)CC4CCC(C(C4)OC)OCCO)C)C)O)OC)C)C)C)OC. Drug 2: C1=NNC2=C1C(=O)NC=N2. Cell line: SW-620. Synergy scores: CSS=-0.826, Synergy_ZIP=1.60, Synergy_Bliss=2.73, Synergy_Loewe=-4.91, Synergy_HSA=-2.46. (6) Synergy scores: CSS=12.7, Synergy_ZIP=-3.26, Synergy_Bliss=-1.01, Synergy_Loewe=-3.20, Synergy_HSA=-3.11. Cell line: T-47D. Drug 2: C1CCC(C(C1)N)N.C(=O)(C(=O)[O-])[O-].[Pt+4]. Drug 1: C1=CC(=CC=C1CC(C(=O)O)N)N(CCCl)CCCl.Cl.